From a dataset of Catalyst prediction with 721,799 reactions and 888 catalyst types from USPTO. Predict which catalyst facilitates the given reaction. (1) Reactant: [F:1][C:2]1([F:22])[CH2:7][C@@H:6]([C:8]([O:10][CH2:11][CH3:12])=[O:9])[C@@H:5]([NH:13][C@H](C2C=CC=CC=2)C)[CH2:4][CH2:3]1. Product: [NH2:13][C@H:5]1[CH2:4][CH2:3][C:2]([F:22])([F:1])[CH2:7][C@H:6]1[C:8]([O:10][CH2:11][CH3:12])=[O:9]. The catalyst class is: 50. (2) Reactant: [C:1]([N:4]1[CH2:9][CH2:8][CH:7]([C:10]([OH:12])=O)[CH2:6][CH2:5]1)(=[O:3])[CH3:2].C(Cl)CCl.C1C=CC2N(O)N=NC=2C=1.[NH:27]1[C:36]2[CH2:35][CH2:34][CH2:33][CH2:32][NH:31][C:30]=2[CH:29]=[CH:28]1. Product: [NH:27]1[C:36]2[CH2:35][CH2:34][CH2:33][CH2:32][N:31]([C:10]([CH:7]3[CH2:6][CH2:5][N:4]([C:1](=[O:3])[CH3:2])[CH2:9][CH2:8]3)=[O:12])[C:30]=2[CH:29]=[CH:28]1. The catalyst class is: 2. (3) Reactant: C([C@@]1(N2C3N=CN=C(N)C=3N=C2Br)O[C@H](COC(C2C=CC=CC=2)(C2C=CC(OC)=CC=2)C2C=CC(OC)=CC=2)[C@@H](O)C1)(=O)C1C=CC=CC=1.[C:51]([NH:59][C:60]1[C:61]2[N:62]=[C:63]([Br:100])[N:64]([C:96]=2[N:97]=[CH:98][N:99]=1)[C@@H:65]1[O:95][C@H:69]([CH2:70][O:71][C:72]([C:89]2[CH:94]=[CH:93][CH:92]=[CH:91][CH:90]=2)([C:81]2[CH:86]=[CH:85][C:84]([O:87][CH3:88])=[CH:83][CH:82]=2)[C:73]2[CH:78]=[CH:77][C:76]([O:79][CH3:80])=[CH:75][CH:74]=2)[C@@H:67]([OH:68])[CH2:66]1)(=[O:58])[C:52]1[CH:57]=[CH:56][CH:55]=[CH:54][CH:53]=1.N1C=CN=C1.[C:106]([Si:110](Cl)([CH3:112])[CH3:111])([CH3:109])([CH3:108])[CH3:107]. Product: [C:51]([NH:59][C:60]1[C:61]2[N:62]=[C:63]([Br:100])[N:64]([C:96]=2[N:97]=[CH:98][N:99]=1)[C@@H:65]1[O:95][C@H:69]([CH2:70][O:71][C:72]([C:89]2[CH:94]=[CH:93][CH:92]=[CH:91][CH:90]=2)([C:81]2[CH:86]=[CH:85][C:84]([O:87][CH3:88])=[CH:83][CH:82]=2)[C:73]2[CH:74]=[CH:75][C:76]([O:79][CH3:80])=[CH:77][CH:78]=2)[C@@H:67]([O:68][Si:110]([C:106]([CH3:109])([CH3:108])[CH3:107])([CH3:112])[CH3:111])[CH2:66]1)(=[O:58])[C:52]1[CH:57]=[CH:56][CH:55]=[CH:54][CH:53]=1. The catalyst class is: 3. (4) Reactant: Cl.[NH2:2][OH:3].C(N(CC)CC)C.[Cl:11][C:12]1[CH:13]=[C:14]([CH:30]=[CH:31][C:32]=1[Cl:33])[CH2:15][C:16]1[C:21](=[O:22])[NH:20][C:19]([CH2:23][C:24]#[N:25])=[N:18][C:17]=1[C:26]([F:29])([F:28])[F:27]. Product: [Cl:11][C:12]1[CH:13]=[C:14]([CH:30]=[CH:31][C:32]=1[Cl:33])[CH2:15][C:16]1[C:21](=[O:22])[NH:20][C:19]([CH2:23]/[C:24](=[N:2]/[OH:3])/[NH2:25])=[N:18][C:17]=1[C:26]([F:27])([F:29])[F:28]. The catalyst class is: 58. (5) Reactant: Cl[C:2]1[N:7]=[C:6]([Cl:8])[N:5]=[CH:4][N:3]=1.C(N(CC)C(C)C)(C)C.[O:18]1[CH2:21][CH:20]([N:22]2[CH2:27][CH2:26][CH:25]([C:28]3[CH:34]=[CH:33][C:31]([NH2:32])=[CH:30][CH:29]=3)[CH2:24][CH2:23]2)[CH2:19]1. Product: [Cl:8][C:6]1[N:5]=[CH:4][N:3]=[C:2]([NH:32][C:31]2[CH:30]=[CH:29][C:28]([CH:25]3[CH2:26][CH2:27][N:22]([CH:20]4[CH2:21][O:18][CH2:19]4)[CH2:23][CH2:24]3)=[CH:34][CH:33]=2)[N:7]=1. The catalyst class is: 9.